This data is from Catalyst prediction with 721,799 reactions and 888 catalyst types from USPTO. The task is: Predict which catalyst facilitates the given reaction. (1) Reactant: [Cl:1][C:2]1[CH:7]=[CH:6][N:5]2[C:8](I)=[CH:9][N:10]=[C:4]2[CH:3]=1.[CH2:12]([O:14][C:15]1[CH:20]=[CH:19][C:18](B(O)O)=[CH:17][CH:16]=1)[CH3:13].C(=O)([O-])[O-].[Na+].[Na+].O1CCOCC1. Product: [Cl:1][C:2]1[CH:7]=[CH:6][N:5]2[C:8]([C:18]3[CH:19]=[CH:20][C:15]([O:14][CH2:12][CH3:13])=[CH:16][CH:17]=3)=[CH:9][N:10]=[C:4]2[CH:3]=1. The catalyst class is: 103. (2) The catalyst class is: 42. Reactant: [Cl:1][C:2]1[N:7]=[C:6]([C:8]2[S:12][C:11]3[C:13]([C:17]4[CH:22]=[CH:21][N:20]=[CH:19][C:18]=4[OH:23])=[CH:14][CH:15]=[CH:16][C:10]=3[CH:9]=2)[C:5]([F:24])=[CH:4][N:3]=1.C(=O)([O-])[O-].[Cs+].[Cs+].[CH2:31](I)[CH3:32]. Product: [Cl:1][C:2]1[N:7]=[C:6]([C:8]2[S:12][C:11]3[C:13]([C:17]4[CH:22]=[CH:21][N:20]=[CH:19][C:18]=4[O:23][CH2:31][CH3:32])=[CH:14][CH:15]=[CH:16][C:10]=3[CH:9]=2)[C:5]([F:24])=[CH:4][N:3]=1. (3) Reactant: [CH:1]1[C:10]2[C:5](=[C:6]([C:11]3[CH:12]=[C:13]4[C:18](=[CH:19][CH:20]=3)[C:17]([C:21](Cl)=[O:22])=[CH:16][CH:15]=[CH:14]4)[CH:7]=[CH:8][CH:9]=2)[CH:4]=[CH:3][N:2]=1.C(N(CC)CC)C.[Cl:31][C:32]1[CH:38]=[CH:37][C:35]([NH2:36])=[CH:34][CH:33]=1.C([O-])(O)=O.[Na+]. Product: [Cl:31][C:32]1[CH:38]=[CH:37][C:35]([NH:36][C:21]([C:17]2[C:18]3[C:19](=[CH:20][C:11]([C:6]4[CH:7]=[CH:8][CH:9]=[C:10]5[C:5]=4[CH:4]=[CH:3][N:2]=[CH:1]5)=[CH:12][CH:13]=3)[CH:14]=[CH:15][CH:16]=2)=[O:22])=[CH:34][CH:33]=1. The catalyst class is: 59. (4) Reactant: Cl[O-].[Na+].[F:4][C:5]1[CH:10]=[CH:9][C:8]([N:11]2[C:20]([CH2:21][CH2:22][CH2:23][CH2:24][C:25]([O:27][C:28]([CH3:31])([CH3:30])[CH3:29])=[O:26])=[CH:19][C:18]3[C:13](=[CH:14][CH:15]=[C:16]([CH:32]=[N:33][OH:34])[CH:17]=3)[C:12]2=[O:35])=[CH:7][CH:6]=1.[F:36][C:37]1[CH:42]=[CH:41][C:40]([CH2:43][C:44]#[CH:45])=[CH:39][CH:38]=1. Product: [F:36][C:37]1[CH:42]=[CH:41][C:40]([CH2:43][C:44]2[O:34][N:33]=[C:32]([C:16]3[CH:17]=[C:18]4[C:13](=[CH:14][CH:15]=3)[C:12](=[O:35])[N:11]([C:8]3[CH:9]=[CH:10][C:5]([F:4])=[CH:6][CH:7]=3)[C:20]([CH2:21][CH2:22][CH2:23][CH2:24][C:25]([O:27][C:28]([CH3:29])([CH3:30])[CH3:31])=[O:26])=[CH:19]4)[CH:45]=2)=[CH:39][CH:38]=1. The catalyst class is: 4. (5) Reactant: ClC(Cl)(Cl)C([N:5]1[CH2:10][CH2:9][N:8]([C:11]2[CH:20]=[C:19]([S:21]([N:24]3[C:32]4[C:27](=[CH:28][CH:29]=[C:30]([F:33])[CH:31]=4)[C:26]([CH3:34])=[CH:25]3)(=[O:23])=[O:22])[C:18]3[C:13](=[CH:14][CH:15]=[CH:16][CH:17]=3)[C:12]=2[O:35][CH3:36])[CH2:7][CH2:6]1)=O.[OH-].[K+]. Product: [F:33][C:30]1[CH:31]=[C:32]2[C:27]([C:26]([CH3:34])=[CH:25][N:24]2[S:21]([C:19]2[C:18]3[C:13](=[CH:14][CH:15]=[CH:16][CH:17]=3)[C:12]([O:35][CH3:36])=[C:11]([N:8]3[CH2:7][CH2:6][NH:5][CH2:10][CH2:9]3)[CH:20]=2)(=[O:23])=[O:22])=[CH:28][CH:29]=1. The catalyst class is: 1. (6) Reactant: C(=O)([O-])[O-].[Cs+].[Cs+].[CH3:7][C:8]1[C:9](=[O:14])[NH:10][CH:11]=[CH:12][CH:13]=1.ClC(Cl)(Cl)S(O[CH2:21][C:22]([F:25])([F:24])[F:23])(=O)=O.O. Product: [CH3:7][C:8]1[C:9](=[O:14])[N:10]([CH2:21][C:22]([F:25])([F:24])[F:23])[CH:11]=[CH:12][CH:13]=1. The catalyst class is: 4.